This data is from Full USPTO retrosynthesis dataset with 1.9M reactions from patents (1976-2016). The task is: Predict the reactants needed to synthesize the given product. (1) Given the product [OH:11][C:8]([C:6]1[CH:5]=[CH:4][N:3]=[C:2]([NH:26][C:24](=[O:25])[C:23]2[CH:22]=[CH:21][C:20]([B:15]3[O:14][C:13]([CH3:12])([CH3:29])[C:17]([CH3:19])([CH3:18])[O:16]3)=[CH:28][CH:27]=2)[CH:7]=1)([CH3:10])[CH3:9], predict the reactants needed to synthesize it. The reactants are: Cl[C:2]1[CH:7]=[C:6]([C:8]([OH:11])([CH3:10])[CH3:9])[CH:5]=[CH:4][N:3]=1.[CH3:12][C:13]1([CH3:29])[C:17]([CH3:19])([CH3:18])[O:16][B:15]([C:20]2[CH:28]=[CH:27][C:23]([C:24]([NH2:26])=[O:25])=[CH:22][CH:21]=2)[O:14]1.C([O-])([O-])=O.[Cs+].[Cs+]. (2) The reactants are: [CH3:1][C@H:2]1[C@@H:7]2[CH2:8][CH2:9][C:10]3[CH:11]=[N:12][C:13]([C:16]4[CH:21]=[N:20][CH:19]=[CH:18][N:17]=4)=[N:14][C:15]=3[C@@:6]2([C:22]2[CH:27]=[CH:26][CH:25]=[CH:24][CH:23]=2)[CH2:5][CH:4]([C:28]#[N:29])[C:3]1=[O:30].BrN1C(C)(C)C(=O)N(Br)C1=O.N1C=CC=CC=1. Given the product [CH3:1][C@H:2]1[C@@H:7]2[CH2:8][CH2:9][C:10]3[CH:11]=[N:12][C:13]([C:16]4[CH:21]=[N:20][CH:19]=[CH:18][N:17]=4)=[N:14][C:15]=3[C@@:6]2([C:22]2[CH:27]=[CH:26][CH:25]=[CH:24][CH:23]=2)[CH:5]=[C:4]([C:28]#[N:29])[C:3]1=[O:30], predict the reactants needed to synthesize it. (3) Given the product [CH2:8]([O:7][C:3](=[O:6])[CH2:4][O:5][C:14]1[C:13]([N+:18]([O-:20])=[O:19])=[CH:12][C:11]([Br:10])=[CH:16][N:15]=1)[CH3:9], predict the reactants needed to synthesize it. The reactants are: [H-].[Na+].[C:3]([O:7][CH2:8][CH3:9])(=[O:6])[CH2:4][OH:5].[Br:10][C:11]1[CH:12]=[C:13]([N+:18]([O-:20])=[O:19])[C:14](Cl)=[N:15][CH:16]=1.C(=O)([O-])O.[Na+].